Dataset: Full USPTO retrosynthesis dataset with 1.9M reactions from patents (1976-2016). Task: Predict the reactants needed to synthesize the given product. (1) Given the product [Cl:24][C:25]1[CH:30]=[C:29]([NH:1][C:2]2[CH:11]=[C:10]3[C:5]([CH2:6][CH2:7][CH:8]([C:12]([O:14][CH3:15])=[O:13])[CH2:9]3)=[CH:4][CH:3]=2)[CH:28]=[CH:27][CH:26]=1, predict the reactants needed to synthesize it. The reactants are: [NH2:1][C:2]1[CH:11]=[C:10]2[C:5]([CH2:6][CH2:7][CH:8]([C:12]([O:14][CH3:15])=[O:13])[CH2:9]2)=[CH:4][CH:3]=1.Cl.C(N(CC)CC)C.[Cl:24][C:25]1[CH:26]=[C:27](B(O)O)[CH:28]=[CH:29][CH:30]=1. (2) The reactants are: C(C([NH:7][C@H:8]([C:10](O)=[O:11])[CH3:9])=O)(C)(C)C.C1(P(C2C=CC=CC=2)C2C=CC=CC=2)C=CC=CC=1.ClC(Cl)(Cl)C(Cl)(Cl)Cl.[NH2:40][C@H:41]([C:47]([OH:49])=[O:48])[CH2:42][CH2:43][C:44](=[O:46])[NH2:45].[OH-].[K+].[N+]([O-])(O)=O. Given the product [NH2:7][C@H:8]([C:10]([NH:40][C@H:41]([C:47]([OH:49])=[O:48])[CH2:42][CH2:43][C:44](=[O:46])[NH2:45])=[O:11])[CH3:9], predict the reactants needed to synthesize it. (3) Given the product [Br:1][C:2]1[C:3]([CH3:9])=[C:4]([NH:5][C:12](=[O:13])[C:11]([F:22])([F:21])[F:10])[C:6]([N+:23]([O-:25])=[O:24])=[CH:7][CH:8]=1, predict the reactants needed to synthesize it. The reactants are: [Br:1][C:2]1[C:3]([CH3:9])=[C:4]([CH:6]=[CH:7][CH:8]=1)[NH2:5].[F:10][C:11]([F:22])([F:21])[C:12](O[C:12](=[O:13])[C:11]([F:22])([F:21])[F:10])=[O:13].[N+:23]([O-])([O-:25])=[O:24].[K+]. (4) Given the product [CH3:1][O:2][C:3]1[CH:8]=[C:7]([O:9][CH3:10])[CH:6]=[CH:5][C:4]=1[C:11]1[O:18][C:26]2[CH:25]=[CH:24][C:23]3[C:28]([C:27]=2[C:12]=1[C:13]([O:15][CH2:16][CH3:17])=[O:14])=[CH:19][CH:20]=[CH:21][CH:22]=3, predict the reactants needed to synthesize it. The reactants are: [CH3:1][O:2][C:3]1[CH:8]=[C:7]([O:9][CH3:10])[CH:6]=[CH:5][C:4]=1[C:11](=[O:18])[CH2:12][C:13]([O:15][CH2:16][CH3:17])=[O:14].[CH:19]1[C:28]2[C:23](=[CH:24][CH:25]=[CH:26][CH:27]=2)[CH:22]=[CH:21][C:20]=1O. (5) Given the product [NH2:1][C:2]1[N:3]([CH3:31])[C:4](=[O:30])[C:5]([CH3:29])([CH3:28])[C@:6]([C:9]2[CH:10]=[C:11]([NH:16][CH:17]3[CH2:22][CH:21]4[CH2:23][CH:18]3[CH2:19][CH:20]4[OH:24])[CH:12]=[CH:13][C:14]=2[F:15])([CH3:8])[N:7]=1, predict the reactants needed to synthesize it. The reactants are: [NH2:1][C:2]1[N:3]([CH3:31])[C:4](=[O:30])[C:5]([CH3:29])([CH3:28])[C@:6]([C:9]2[CH:10]=[C:11]([NH:16][CH:17]3[CH2:22][CH:21]4[CH2:23][CH:18]3[CH2:19][CH:20]4[O:24]C(=O)C)[CH:12]=[CH:13][C:14]=2[F:15])([CH3:8])[N:7]=1.[Li+].[OH-].